This data is from NCI-60 drug combinations with 297,098 pairs across 59 cell lines. The task is: Regression. Given two drug SMILES strings and cell line genomic features, predict the synergy score measuring deviation from expected non-interaction effect. (1) Drug 1: C1CCC(C1)C(CC#N)N2C=C(C=N2)C3=C4C=CNC4=NC=N3. Drug 2: C1C(C(OC1N2C=NC3=C(N=C(N=C32)Cl)N)CO)O. Cell line: SF-295. Synergy scores: CSS=-5.48, Synergy_ZIP=-1.88, Synergy_Bliss=-8.85, Synergy_Loewe=-7.72, Synergy_HSA=-8.13. (2) Drug 1: COC1=CC(=CC(=C1O)OC)C2C3C(COC3=O)C(C4=CC5=C(C=C24)OCO5)OC6C(C(C7C(O6)COC(O7)C8=CC=CS8)O)O. Drug 2: C1CC(C1)(C(=O)O)C(=O)O.[NH2-].[NH2-].[Pt+2]. Cell line: NCI-H322M. Synergy scores: CSS=5.64, Synergy_ZIP=-1.87, Synergy_Bliss=1.33, Synergy_Loewe=-1.09, Synergy_HSA=1.26. (3) Cell line: EKVX. Drug 1: CCCCCOC(=O)NC1=NC(=O)N(C=C1F)C2C(C(C(O2)C)O)O. Synergy scores: CSS=-7.98, Synergy_ZIP=2.22, Synergy_Bliss=-1.07, Synergy_Loewe=-9.59, Synergy_HSA=-7.98. Drug 2: C1C(C(OC1N2C=NC(=NC2=O)N)CO)O. (4) Drug 1: CC12CCC3C(C1CCC2=O)CC(=C)C4=CC(=O)C=CC34C. Drug 2: C1C(C(OC1N2C=NC3=C2NC=NCC3O)CO)O. Cell line: LOX IMVI. Synergy scores: CSS=30.9, Synergy_ZIP=2.20, Synergy_Bliss=-2.99, Synergy_Loewe=-1.07, Synergy_HSA=-0.849. (5) Drug 1: CN1CCC(CC1)COC2=C(C=C3C(=C2)N=CN=C3NC4=C(C=C(C=C4)Br)F)OC. Drug 2: CC1=C(N=C(N=C1N)C(CC(=O)N)NCC(C(=O)N)N)C(=O)NC(C(C2=CN=CN2)OC3C(C(C(C(O3)CO)O)O)OC4C(C(C(C(O4)CO)O)OC(=O)N)O)C(=O)NC(C)C(C(C)C(=O)NC(C(C)O)C(=O)NCCC5=NC(=CS5)C6=NC(=CS6)C(=O)NCCC[S+](C)C)O. Cell line: T-47D. Synergy scores: CSS=4.37, Synergy_ZIP=-2.41, Synergy_Bliss=-1.61, Synergy_Loewe=-0.573, Synergy_HSA=-0.263. (6) Drug 1: CCC1(CC2CC(C3=C(CCN(C2)C1)C4=CC=CC=C4N3)(C5=C(C=C6C(=C5)C78CCN9C7C(C=CC9)(C(C(C8N6C=O)(C(=O)OC)O)OC(=O)C)CC)OC)C(=O)OC)O.OS(=O)(=O)O. Drug 2: CS(=O)(=O)OCCCCOS(=O)(=O)C. Cell line: UACC-257. Synergy scores: CSS=2.95, Synergy_ZIP=0.547, Synergy_Bliss=3.34, Synergy_Loewe=2.19, Synergy_HSA=1.31.